Dataset: Full USPTO retrosynthesis dataset with 1.9M reactions from patents (1976-2016). Task: Predict the reactants needed to synthesize the given product. (1) Given the product [CH3:23][C:22]1[N:24]=[C:15]([C:12]2[CH:11]=[C:10]([C:7]3[CH:8]=[CH:9][C:4]([O:3][C:2]([F:20])([F:19])[F:1])=[CH:5][CH:6]=3)[O:14][N:13]=2)[NH:17][N:18]=1, predict the reactants needed to synthesize it. The reactants are: [F:1][C:2]([F:20])([F:19])[O:3][C:4]1[CH:9]=[CH:8][C:7]([C:10]2[O:14][N:13]=[C:12]([C:15]([NH:17][NH2:18])=O)[CH:11]=2)=[CH:6][CH:5]=1.Cl.[C:22](=N)([NH2:24])[CH3:23].[OH-].[Na+]. (2) Given the product [Cl:1][C:2]1[N:7]([CH2:8][CH2:9][OH:10])[C:6](=[O:14])[C:5]([NH:15][CH2:16][CH2:17][C:18]2[CH:23]=[CH:22][CH:21]=[CH:20][N:19]=2)=[N:4][CH:3]=1, predict the reactants needed to synthesize it. The reactants are: [Cl:1][C:2]1[N:7]([CH2:8][CH2:9][O:10]C(=O)C)[C:6](=[O:14])[C:5]([NH:15][CH2:16][CH2:17][C:18]2[CH:23]=[CH:22][CH:21]=[CH:20][N:19]=2)=[N:4][CH:3]=1.C(=O)([O-])[O-].[K+].[K+].Cl. (3) Given the product [F:58][C:2]1([F:1])[C:6]2[N:7]([CH2:14][C:15]([NH:17][C@H:18]([C:28]3[C:33]([C:34]4[CH:35]=[CH:36][CH:37]=[C:38]5[C:42]=4[N:41]([CH3:43])[N:40]=[C:39]5[NH:44][S:45]([CH3:48])(=[O:46])=[O:47])=[CH:32][CH:31]=[C:30]([C:49]#[C:50][C:51]4([CH3:52])[CH2:62][O:63][CH2:56]4)[N:29]=3)[CH2:19][C:20]3[CH:21]=[C:22]([F:27])[CH:23]=[C:24]([F:26])[CH:25]=3)=[O:16])[N:8]=[C:9]([C:10]([F:11])([F:12])[F:13])[C:5]=2[C@H:4]2[CH2:57][C@@H:3]12, predict the reactants needed to synthesize it. The reactants are: [F:1][C:2]1([F:58])[C:6]2[N:7]([CH2:14][C:15]([NH:17][C@H:18]([C:28]3[C:33]([C:34]4[CH:35]=[CH:36][CH:37]=[C:38]5[C:42]=4[N:41]([CH3:43])[N:40]=[C:39]5[NH:44][S:45]([CH3:48])(=[O:47])=[O:46])=[CH:32][CH:31]=[C:30]([C:49]#[C:50][CH:51]4[CH2:56]COC[CH2:52]4)[N:29]=3)[CH2:19][C:20]3[CH:25]=[C:24]([F:26])[CH:23]=[C:22]([F:27])[CH:21]=3)=[O:16])[N:8]=[C:9]([C:10]([F:13])([F:12])[F:11])[C:5]=2[C@H:4]2[CH2:57][C@@H:3]12.C(C1(C)C[O:63][CH2:62]1)#C. (4) Given the product [CH2:12]([O:11][C:4]1[CH:5]=[CH:6][C:7]([N+:8]([O-:10])=[O:9])=[C:2]([F:1])[CH:3]=1)[C:13]1[CH:18]=[CH:17][CH:16]=[CH:15][CH:14]=1, predict the reactants needed to synthesize it. The reactants are: [F:1][C:2]1[CH:3]=[C:4]([OH:11])[CH:5]=[CH:6][C:7]=1[N+:8]([O-:10])=[O:9].[CH2:12](Br)[C:13]1[CH:18]=[CH:17][CH:16]=[CH:15][CH:14]=1.C(=O)([O-])[O-].[K+].[K+].O. (5) Given the product [CH2:16]([N:19]([C:35]([O:37][C:38]([CH3:39])([CH3:40])[CH3:41])=[O:36])[CH2:21][C:22]([OH:24])=[O:23])[CH:17]=[CH2:18], predict the reactants needed to synthesize it. The reactants are: C(=O)([O-])[O-].[K+].[K+].[I-].[Na+].C(N(CC)CC)C.[CH2:16]([NH2:19])[CH:17]=[CH2:18].Br[CH2:21][C:22]([O:24]CC)=[O:23].[C:38]([O:37][C:35](O[C:35]([O:37][C:38]([CH3:41])([CH3:40])[CH3:39])=[O:36])=[O:36])([CH3:41])([CH3:40])[CH3:39].[OH-].[Na+]. (6) Given the product [F:27][CH:28]([F:33])[S:29]([N:13]1[C:14]2[C:19](=[CH:18][CH:17]=[CH:16][CH:15]=2)[CH:11]([C:5]2[N:4]=[C:3]([O:2][CH3:1])[N:8]=[C:7]([O:9][CH3:10])[N:6]=2)[C:12]1=[O:20])(=[O:31])=[O:30], predict the reactants needed to synthesize it. The reactants are: [CH3:1][O:2][C:3]1[N:8]=[C:7]([O:9][CH3:10])[N:6]=[C:5]([CH:11]2[C:19]3[C:14](=[CH:15][CH:16]=[CH:17][CH:18]=3)[NH:13][C:12]2=[O:20])[N:4]=1.CN1C=CN=C1.[F:27][CH:28]([F:33])[S:29](Cl)(=[O:31])=[O:30].O. (7) Given the product [CH2:15]=[C:12]1[CH2:13][CH2:14][C:9]2([O:8][CH2:1][CH2:2][O:29]2)[CH2:10][CH2:11]1, predict the reactants needed to synthesize it. The reactants are: [CH2:1]([O:8][C:9]1[CH:14]=[CH:13][C:12]([CH:15]2CCC(=C)CC2)=[CH:11][CH:10]=1)[C:2]1C=CC=CC=1.C([O:29]C1C=CC(C2CCC(=O)CC2)=CC=1)C1C=CC=CC=1.